From a dataset of Full USPTO retrosynthesis dataset with 1.9M reactions from patents (1976-2016). Predict the reactants needed to synthesize the given product. (1) Given the product [CH2:34]([C:33]([OH:36])([CH2:44][CH3:45])[CH2:32]/[CH:31]=[CH:30]/[O:29][CH2:28][C:20]1[C@:21]2([CH2:23][CH2:24][C@H:25]3[C:16](=[CH:15][CH:14]=[C:13]4[C@:26]3([CH3:27])[C@@H:9]([OH:8])[CH2:10][C@H:11]([OH:46])[CH2:12]4)[C@@H:17]2[CH2:18][CH:19]=1)[CH3:22])[CH3:35], predict the reactants needed to synthesize it. The reactants are: [Si]([O:8][C@@H:9]1[C@@:26]2([CH3:27])[C:13](=[CH:14][CH:15]=[C:16]3[C@@H:25]2[CH2:24][CH2:23][C@@:21]2([CH3:22])[C@H:17]3[CH2:18][CH:19]=[C:20]2[CH2:28][O:29]/[CH:30]=[CH:31]/[CH2:32][C:33]([CH2:44][CH3:45])([O:36][Si](CC)(CC)CC)[CH2:34][CH3:35])[CH2:12][C@@H:11]([O:46][Si](C(C)(C)C)(C)C)[CH2:10]1)(C(C)(C)C)(C)C.O1CCCC1.[F-].C([N+](CCCC)(CCCC)CCCC)CCC. (2) Given the product [CH2:1]1[O:9][C:8]2[CH:7]=[CH:6][C:5]([CH:10]3[NH:11][CH2:12][CH2:13][N:14]([C:17]4[C:26]5[C:21](=[CH:22][C:23]([O:29][CH3:30])=[C:24]([O:27][CH3:28])[CH:25]=5)[N:20]=[CH:19][N:18]=4)[CH2:15]3)=[CH:4][C:3]=2[O:2]1, predict the reactants needed to synthesize it. The reactants are: [CH2:1]1[O:9][C:8]2[CH:7]=[CH:6][C:5]([CH:10]3[CH2:15][NH:14][CH2:13][CH2:12][NH:11]3)=[CH:4][C:3]=2[O:2]1.Cl[C:17]1[C:26]2[C:21](=[CH:22][C:23]([O:29][CH3:30])=[C:24]([O:27][CH3:28])[CH:25]=2)[N:20]=[CH:19][N:18]=1. (3) Given the product [C:1]1([O:11][CH2:12][CH2:13][CH2:14][OH:15])([CH3:10])[CH2:6][CH2:5][CH:4]([CH:7]([CH3:9])[CH3:8])[CH2:3][CH2:2]1, predict the reactants needed to synthesize it. The reactants are: [C:1]1([O:11][CH2:12][CH:13]2[O:15][CH2:14]2)([CH3:10])[CH2:6][CH2:5][CH:4]([CH:7]([CH3:9])[CH3:8])[CH2:3][CH2:2]1.[H][H]. (4) Given the product [CH3:31][C:30]1[CH:29]=[CH:28][CH:27]=[C:26]([CH3:32])[C:25]=1[NH:24][C:22](=[O:23])[CH2:21][N:12]1[CH2:13][CH2:14][N:9]([CH2:8][CH:7]([OH:15])[CH2:6][O:5][C:4]2[CH:16]=[CH:17][CH:18]=[CH:19][C:3]=2[O:2][CH3:1])[CH2:10][CH2:11]1, predict the reactants needed to synthesize it. The reactants are: [CH3:1][O:2][C:3]1[CH:19]=[CH:18][CH:17]=[CH:16][C:4]=1[O:5][CH2:6][CH:7]([OH:15])[CH2:8][N:9]1[CH2:14][CH2:13][NH:12][CH2:11][CH2:10]1.Cl[CH2:21][C:22]([NH:24][C:25]1[C:30]([CH3:31])=[CH:29][CH:28]=[CH:27][C:26]=1[CH3:32])=[O:23].C(=O)([O-])[O-].[K+].[K+].[I-].[Na+]. (5) Given the product [F:12][CH:11]([F:13])[C:8]1[N:6]2[N:7]=[C:2]([NH2:15])[CH:3]=[C:4]([CH3:14])[C:5]2=[N:10][N:9]=1, predict the reactants needed to synthesize it. The reactants are: Cl[C:2]1[CH:3]=[C:4]([CH3:14])[C:5]2[N:6]([C:8]([CH:11]([F:13])[F:12])=[N:9][N:10]=2)[N:7]=1.[NH3:15]. (6) Given the product [N:1]1([CH:11]2[C:15]3[CH:16]=[CH:17][CH:18]=[CH:19][C:14]=3[O:13][CH:12]2[CH2:20][N:62]([CH3:60])[S:25]([C:28]2[CH:33]=[CH:32][CH:31]=[CH:30][C:29]=2[N+:34]([O-:36])=[O:35])(=[O:26])=[O:27])[C:10]2[C:5](=[CH:6][CH:7]=[CH:8][CH:9]=2)[CH2:4][CH2:3][CH2:2]1, predict the reactants needed to synthesize it. The reactants are: [N:1]1([CH:11]2[C:15]3[CH:16]=[CH:17][CH:18]=[CH:19][C:14]=3[O:13][CH:12]2[CH2:20]O)[C:10]2[C:5](=[CH:6][CH:7]=[CH:8][CH:9]=2)[CH2:4][CH2:3][CH2:2]1.CNC[S:25]([C:28]1[CH:33]=[CH:32][CH:31]=[CH:30][C:29]=1[N+:34]([O-:36])=[O:35])(=[O:27])=[O:26].C1(P(C2C=CC=CC=2)C2C=CC=CC=2)C=CC=CC=1.CC(O[C:60](/[N:62]=N/C(OC(C)C)=O)=O)C.[Cl-].[NH4+]. (7) Given the product [F:13][C:10]1[CH:11]=[CH:12][C:7]([C@H:4]2[CH2:5][O:6][C:16](=[O:17])[NH:3]2)=[N:8][CH:9]=1, predict the reactants needed to synthesize it. The reactants are: Cl.Cl.[NH2:3][C@@H:4]([C:7]1[CH:12]=[CH:11][C:10]([F:13])=[CH:9][N:8]=1)[CH2:5][OH:6].[OH-].[K+].[C:16](=O)(OC(Cl)(Cl)Cl)[O:17]C(Cl)(Cl)Cl.[OH-].[Na+].